Dataset: Forward reaction prediction with 1.9M reactions from USPTO patents (1976-2016). Task: Predict the product of the given reaction. (1) Given the reactants Br[C:2]1[S:6][C:5]([NH:7][C:8]([O:10][C:11]([CH3:14])([CH3:13])[CH3:12])=[O:9])=[C:4]([C:15]([O:17][CH3:18])=[O:16])[CH:3]=1.[N:19]1[CH:24]=[CH:23][CH:22]=[C:21](B(O)O)[CH:20]=1, predict the reaction product. The product is: [C:11]([O:10][C:8]([NH:7][C:5]1[S:6][C:2]([C:21]2[CH:20]=[N:19][CH:24]=[CH:23][CH:22]=2)=[CH:3][C:4]=1[C:15]([O:17][CH3:18])=[O:16])=[O:9])([CH3:14])([CH3:13])[CH3:12]. (2) Given the reactants [S:1]([N:7]=C=O)(N=C=O)(=[O:3])=[O:2].[Cl-].C(O)(C)(C)C.Cl.[F:17][C:18]1[CH:26]=[C:25]2[C:21]([C:22]([C:27]3[CH:37]=[CH:36][C:30]4[N:31]=[C:32]([CH2:34]N)[O:33][C:29]=4[CH:28]=3)=[CH:23][NH:24]2)=[CH:20][CH:19]=1.[C:38]([O:42][C:43](=[O:49])[NH:44]S(Cl)(=O)=O)([CH3:41])([CH3:40])[CH3:39].C(N(CC)CC)C, predict the reaction product. The product is: [C:38]([O:42][C:43]([NH:44][NH:7][S:1]([CH2:34][C:32]1[O:33][C:29]2[CH:28]=[C:27]([C:22]3[C:21]4[C:25](=[CH:26][C:18]([F:17])=[CH:19][CH:20]=4)[NH:24][CH:23]=3)[CH:37]=[CH:36][C:30]=2[N:31]=1)(=[O:2])=[O:3])=[O:49])([CH3:41])([CH3:40])[CH3:39]. (3) The product is: [C:13]([N:1]1[C:9]2[C:4](=[CH:5][C:6]([C:10]([OH:12])=[O:11])=[CH:7][CH:8]=2)[CH:3]=[N:2]1)(=[O:15])[CH3:14]. Given the reactants [NH:1]1[C:9]2[C:4](=[CH:5][C:6]([C:10]([OH:12])=[O:11])=[CH:7][CH:8]=2)[CH:3]=[N:2]1.[C:13](OC(=O)C)(=[O:15])[CH3:14], predict the reaction product. (4) The product is: [C:2]([NH:5][CH2:6][CH2:7][NH2:8])(=[O:4])[CH3:3].[OH2:43].[OH:43][N:19]1[C:18]2[CH:17]=[CH:16][CH:12]=[CH:53][C:54]=2[N:49]=[N:20]1.[ClH:1].[CH2:9]([N:8]=[C:7]=[N:28][CH2:36][CH2:53][CH2:54][N:49]([CH3:48])[CH3:50])[CH3:10]. Given the reactants [ClH:1].[C:2]([NH:5][CH2:6][CH2:7][NH:8][C:9](=O)[C:10]1C=CC=[C:12](/[CH:16]=[CH:17]/[C:18]2C3C(=CC=CC=3)[NH:20][N:19]=2)C=1)(=[O:4])[CH3:3].[NH:28]1[C:36]2C(=CC=CC=2)C(/C=C/C2C=C(C=CC=2)C(O)=[O:43])=N1.[CH3:48][N:49]1[CH2:54][CH2:53]OC[CH2:50]1, predict the reaction product. (5) Given the reactants Cl[C:2]1[N:7]=[C:6]([C:8]2[C:9]([C:17]3[CH:18]=[C:19]([NH:23][C:24](=[O:33])[C:25]4[C:30]([F:31])=[CH:29][CH:28]=[CH:27][C:26]=4[F:32])[CH:20]=[CH:21][CH:22]=3)=[N:10][N:11]3[CH:16]=[CH:15][CH:14]=[CH:13][C:12]=23)[CH:5]=[CH:4][N:3]=1.[N:34]1([CH2:40][CH2:41][CH2:42][C:43]2[CH:44]=[C:45]([NH2:49])[CH:46]=[CH:47][CH:48]=2)[CH2:39][CH2:38][O:37][CH2:36][CH2:35]1, predict the reaction product. The product is: [F:32][C:26]1[CH:27]=[CH:28][CH:29]=[C:30]([F:31])[C:25]=1[C:24]([NH:23][C:19]1[CH:20]=[CH:21][CH:22]=[C:17]([C:9]2[C:8]([C:6]3[CH:5]=[CH:4][N:3]=[C:2]([NH:49][C:45]4[CH:46]=[CH:47][CH:48]=[C:43]([CH2:42][CH2:41][CH2:40][N:34]5[CH2:35][CH2:36][O:37][CH2:38][CH2:39]5)[CH:44]=4)[N:7]=3)=[C:12]3[CH:13]=[CH:14][CH:15]=[CH:16][N:11]3[N:10]=2)[CH:18]=1)=[O:33]. (6) Given the reactants N1(C([C:9]2[CH:14]=[CH:13][C:12]([N:15]3[CH2:20][CH2:19][CH:18]([N:21]4[CH2:25][C@@H:24]([O:26][CH2:27][CH2:28][CH3:29])[C@H:23]([NH:30][C:31](=[O:46])[CH2:32][NH:33][C:34](=[O:45])[C:35]5[CH:40]=[CH:39][CH:38]=[C:37]([C:41]([F:44])([F:43])[F:42])[CH:36]=5)[CH2:22]4)[CH2:17][CH2:16]3)=[CH:11][CH:10]=2)=O)CCOCC1.N1(C(C2C=CC(N3CCC(=O)CC3)=CC=2)=O)CCOC[CH2:48]1, predict the reaction product. The product is: [CH3:48][C:10]1[CH:11]=[C:12]([N:15]2[CH2:20][CH2:19][CH:18]([N:21]3[CH2:25][C@@H:24]([O:26][CH2:27][CH2:28][CH3:29])[C@H:23]([NH:30][C:31](=[O:46])[CH2:32][NH:33][C:34](=[O:45])[C:35]4[CH:40]=[CH:39][CH:38]=[C:37]([C:41]([F:43])([F:44])[F:42])[CH:36]=4)[CH2:22]3)[CH2:17][CH2:16]2)[CH:13]=[CH:14][CH:9]=1.